This data is from Full USPTO retrosynthesis dataset with 1.9M reactions from patents (1976-2016). The task is: Predict the reactants needed to synthesize the given product. The reactants are: C(OP([CH2:9][S:10]([O:13][CH2:14][CH3:15])(=[O:12])=[O:11])(OCC)=O)C.C([Li])CCC.[Cl:21][C:22]1[S:23][C:24]([C:27](=O)[C:28]([F:31])([F:30])[F:29])=[CH:25][CH:26]=1. Given the product [Cl:21][C:22]1[S:23][C:24](/[C:27](/[C:28]([F:31])([F:29])[F:30])=[CH:9]/[S:10]([O:13][CH2:14][CH3:15])(=[O:11])=[O:12])=[CH:25][CH:26]=1, predict the reactants needed to synthesize it.